This data is from Forward reaction prediction with 1.9M reactions from USPTO patents (1976-2016). The task is: Predict the product of the given reaction. (1) Given the reactants [NH:1]1[CH2:5][CH2:4][C@@H:3]([OH:6])[CH2:2]1.[C:7]1([C:13]([C:21]2[CH:26]=[CH:25][CH:24]=[CH:23][CH:22]=2)([C:15]2[CH:20]=[CH:19][CH:18]=[CH:17][CH:16]=2)Cl)[CH:12]=[CH:11][CH:10]=[CH:9][CH:8]=1.C(=O)([O-])O.[Na+], predict the reaction product. The product is: [C:7]1([C:13]([C:15]2[CH:16]=[CH:17][CH:18]=[CH:19][CH:20]=2)([C:21]2[CH:22]=[CH:23][CH:24]=[CH:25][CH:26]=2)[N:1]2[CH2:5][CH2:4][C@@H:3]([OH:6])[CH2:2]2)[CH:8]=[CH:9][CH:10]=[CH:11][CH:12]=1. (2) The product is: [CH2:27]([O:34][CH:1]=[O:7])[C:28]1[CH:33]=[CH:32][CH:31]=[CH:30][CH:29]=1. Given the reactants [C:1]1([O:7]P(N=[N+]=[N-])(=O)OC2C=CC=CC=2)C=CC=CC=1.C(N(CC)CC)C.[CH2:27]([OH:34])[C:28]1[CH:33]=[CH:32][CH:31]=[CH:30][CH:29]=1, predict the reaction product. (3) The product is: [Cl:17][C:18]1[C:23]([Cl:24])=[CH:22][CH:21]=[CH:20][C:19]=1[N:25]1[CH2:31][CH2:30][CH2:29][N:28]([CH2:32][CH2:33][CH2:34][CH2:35][O:36][C:37]2[CH:46]=[C:45]3[C:40]([CH:41]=[N:11][NH:44]3)=[CH:39][CH:38]=2)[CH2:27][CH2:26]1. Given the reactants BrCCCOC1C=CC2SC=[N:11]C=2C=1.[Na+].[I-].[Cl:17][C:18]1[C:23]([Cl:24])=[CH:22][CH:21]=[CH:20][C:19]=1[N:25]1[CH2:31][CH2:30][CH2:29][N:28]([CH2:32][CH2:33][CH2:34][CH2:35][O:36][C:37]2[CH:46]=[C:45]3[C:40]([CH2:41]CC(=O)[NH:44]3)=[CH:39][CH:38]=2)[CH2:27][CH2:26]1.CCN(C(C)C)C(C)C, predict the reaction product. (4) Given the reactants Br[C:2]1[CH:28]=[CH:27][C:5]([O:6][CH:7]2[CH2:11][CH2:10][N:9]([CH:12]3[CH2:17][CH2:16][N:15]([C:18]4[S:22][N:21]=[C:20]([CH:23]([CH3:25])[CH3:24])[N:19]=4)[CH2:14][CH2:13]3)[C:8]2=[O:26])=[C:4]([F:29])[CH:3]=1.[C:30]1([S:36]([O-:38])=[O:37])[CH:35]=[CH:34][CH:33]=[CH:32][CH:31]=1.[Na+].[C@@H]1(N)CCCC[C@H]1N, predict the reaction product. The product is: [F:29][C:4]1[CH:3]=[C:2]([S:36]([C:30]2[CH:35]=[CH:34][CH:33]=[CH:32][CH:31]=2)(=[O:38])=[O:37])[CH:28]=[CH:27][C:5]=1[O:6][CH:7]1[CH2:11][CH2:10][N:9]([CH:12]2[CH2:17][CH2:16][N:15]([C:18]3[S:22][N:21]=[C:20]([CH:23]([CH3:25])[CH3:24])[N:19]=3)[CH2:14][CH2:13]2)[C:8]1=[O:26]. (5) Given the reactants [H-].[Na+].[CH3:3][C:4]1[CH:9]=[CH:8][C:7]([NH:10][C:11](=[O:22])[C:12]2[CH:17]=[CH:16][CH:15]=[C:14]([C:18]([F:21])([F:20])[F:19])[CH:13]=2)=[CH:6][C:5]=1[N:23]1[C:32](=[O:33])[C:31]2[C:26](=[N:27][C:28]([S:34][CH3:35])=[N:29][CH:30]=2)[NH:25][C:24]1=[O:36].I[CH3:38], predict the reaction product. The product is: [CH3:3][C:4]1[CH:9]=[CH:8][C:7]([NH:10][C:11](=[O:22])[C:12]2[CH:17]=[CH:16][CH:15]=[C:14]([C:18]([F:19])([F:20])[F:21])[CH:13]=2)=[CH:6][C:5]=1[N:23]1[C:32](=[O:33])[C:31]2[C:26](=[N:27][C:28]([S:34][CH3:35])=[N:29][CH:30]=2)[N:25]([CH3:38])[C:24]1=[O:36]. (6) Given the reactants COC1C=CC(P2(SP(C3C=CC(OC)=CC=3)(=S)S2)=[S:10])=CC=1.[N:23]1([C:29]2[CH:34]=[CH:33][C:32]([C:35]([F:38])([F:37])[F:36])=[CH:31][C:30]=2[NH:39][C:40](=O)[C:41]2[CH:46]=[CH:45][N:44]=[CH:43][CH:42]=2)[CH2:28][CH2:27][CH2:26][CH2:25][CH2:24]1.[OH-].[Na+], predict the reaction product. The product is: [N:23]1([C:29]2[CH:34]=[CH:33][C:32]([C:35]([F:38])([F:37])[F:36])=[CH:31][C:30]=2[NH:39][C:40](=[S:10])[C:41]2[CH:46]=[CH:45][N:44]=[CH:43][CH:42]=2)[CH2:28][CH2:27][CH2:26][CH2:25][CH2:24]1.